From a dataset of Forward reaction prediction with 1.9M reactions from USPTO patents (1976-2016). Predict the product of the given reaction. Given the reactants [CH2:1]([O:8][C:9](=[O:15])[CH2:10][CH2:11][C:12]([OH:14])=[O:13])[C:2]1[CH:7]=[CH:6][CH:5]=[CH:4][CH:3]=1.[OH-].C([N+](CCCC)(CCCC)CCCC)CCC.[Cl:34][CH2:35]I, predict the reaction product. The product is: [Cl:34][CH2:35][O:13][C:12](=[O:14])[CH2:11][CH2:10][C:9]([O:8][CH2:1][C:2]1[CH:7]=[CH:6][CH:5]=[CH:4][CH:3]=1)=[O:15].